This data is from Full USPTO retrosynthesis dataset with 1.9M reactions from patents (1976-2016). The task is: Predict the reactants needed to synthesize the given product. (1) Given the product [C:40]([CH:39]([NH:38][C:19](=[O:20])[CH2:18][N:16]1[CH:17]=[C:13]([NH:12][C:8]2[N:7]=[C:6]([NH:5][CH2:4][C:3]3[C:2]([F:1])=[CH:25][C:24]([F:26])=[CH:23][C:22]=3[F:27])[CH:11]=[CH:10][N:9]=2)[CH:14]=[N:15]1)[CH3:42])#[N:41], predict the reactants needed to synthesize it. The reactants are: [F:1][C:2]1[CH:25]=[C:24]([F:26])[CH:23]=[C:22]([F:27])[C:3]=1[CH2:4][NH:5][C:6]1[CH:11]=[CH:10][N:9]=[C:8]([NH:12][C:13]2[CH:14]=[N:15][N:16]([CH2:18][C:19](O)=[O:20])[CH:17]=2)[N:7]=1.CCN(C(C)C)C(C)C.Cl.[NH2:38][CH:39]([CH3:42])[C:40]#[N:41].CCCP(=O)=O. (2) Given the product [CH:9]1([S:16]([C:1]([CH3:4])([CH3:3])[CH3:2])(=[O:18])=[O:15])[CH2:12][CH2:11][CH2:10]1, predict the reactants needed to synthesize it. The reactants are: [C:1](S)([CH3:4])([CH3:3])[CH3:2].C[O-].[Na+].[CH:9]1(Br)[CH2:12][CH2:11][CH2:10]1.O[O:15][S:16]([O-:18])=O.[K+]. (3) Given the product [F:34][C:18]1[C:19]([N:21]2[C:26](=[O:27])[CH:25]=[C:24]([C:28]([F:31])([F:30])[F:29])[N:23]([CH3:32])[C:22]2=[O:33])=[CH:20][C:15]([O:1][C:2]2[CH:13]=[CH:12][CH:11]=[CH:10][C:3]=2[O:4][CH2:5][C:6]([O:8][CH3:9])=[O:7])=[C:16]([N+:35]([O-:37])=[O:36])[CH:17]=1, predict the reactants needed to synthesize it. The reactants are: [OH:1][C:2]1[CH:13]=[CH:12][CH:11]=[CH:10][C:3]=1[O:4][CH2:5][C:6]([O:8][CH3:9])=[O:7].F[C:15]1[CH:20]=[C:19]([N:21]2[C:26](=[O:27])[CH:25]=[C:24]([C:28]([F:31])([F:30])[F:29])[N:23]([CH3:32])[C:22]2=[O:33])[C:18]([F:34])=[CH:17][C:16]=1[N+:35]([O-:37])=[O:36].C(=O)([O-])[O-].[K+].[K+].Cl.